This data is from M1 muscarinic receptor antagonist screen with 61,756 compounds. The task is: Binary Classification. Given a drug SMILES string, predict its activity (active/inactive) in a high-throughput screening assay against a specified biological target. The drug is S(=O)(=O)(N1CCN(S(=O)(=O)c2ccc(OC)cc2)CC1)c1cc2OCCOc2cc1. The result is 0 (inactive).